This data is from Reaction yield outcomes from USPTO patents with 853,638 reactions. The task is: Predict the reaction yield, written as a fraction of the theoretical maximum amount of product (1.0 means a 100% yield; for example, 0.34 means a 34% yield). (1) The reactants are [C:1]1([CH:8]=[CH:7][CH:6]=[C:4]([OH:5])[CH:3]=1)O.[BrH:9].C(O)(=[O:12])C.[C:14]([CH:17]1[CH2:22][CH2:21]O[C:18]1=[O:19])(=O)[CH3:15]. The catalyst is O. The product is [Br:9][CH2:21][CH2:22][C:17]1[C:18](=[O:19])[O:5][C:4]2[C:6]([C:14]=1[CH3:15])=[CH:7][C:8]([OH:12])=[CH:1][CH:3]=2. The yield is 0.850. (2) The reactants are [OH:1][C:2]1[CH:7]=[CH:6][C:5]([S:8][C:9]2[CH:14]=[CH:13][C:12]([OH:15])=[CH:11][CH:10]=2)=[CH:4][CH:3]=1.[CH3:16][O:17][CH2:18][CH2:19]Cl.[C:21](=[O:24])([O-])[O-].[K+].[K+].[I-].[K+].[CH3:29][CH2:30]CCCC. The catalyst is C1(C)C=CC=CC=1.O.CN(C=O)C. The product is [CH3:16][O:17][CH2:18][CH2:19][O:15][C:12]1[CH:13]=[CH:14][C:9]([S:8][C:5]2[CH:6]=[CH:7][C:2]([O:1][CH2:29][CH2:30][O:24][CH3:21])=[CH:3][CH:4]=2)=[CH:10][CH:11]=1. The yield is 0.740. (3) The reactants are Br[C:2]1[CH:7]=[C:6]([F:8])[C:5]([Br:9])=[CH:4][C:3]=1[F:10].[Li]CCCC.[C:16](=[O:18])=[O:17]. The catalyst is C1COCC1. The product is [Br:9][C:5]1[C:6]([F:8])=[CH:7][C:2]([C:16]([OH:18])=[O:17])=[C:3]([F:10])[CH:4]=1. The yield is 0.760. (4) The reactants are [F:1][C:2]([F:18])([F:17])[C:3]1[CH:8]=[CH:7][C:6]([C:9]2[CH:14]=[CH:13][CH:12]=[C:11]([CH2:15][NH2:16])[CH:10]=2)=[CH:5][CH:4]=1.N1C=CC=CC=1.[Br:25][CH2:26][C:27](Cl)=[O:28].O. The catalyst is C(Cl)Cl. The product is [Br:25][CH2:26][C:27]([NH:16][CH2:15][C:11]1[CH:10]=[C:9]([C:6]2[CH:5]=[CH:4][C:3]([C:2]([F:17])([F:18])[F:1])=[CH:8][CH:7]=2)[CH:14]=[CH:13][CH:12]=1)=[O:28]. The yield is 0.890. (5) The reactants are C(OC([N:11]1[CH2:15][C:14](=[O:16])[N:13]=[C:12]1[NH:17][CH2:18][C:19]1[CH:24]=[CH:23][C:22]([C:25]([F:28])([F:27])[F:26])=[CH:21][C:20]=1[C:29]([F:32])([F:31])[F:30])=O)C1C=CC=CC=1.[N:33]1[C:42]2[C:37](=[N:38][C:39]([CH:43]=O)=[CH:40][CH:41]=2)[CH:36]=[CH:35][CH:34]=1.N1CCCCC1. The catalyst is CC(O)C. The product is [F:32][C:29]([F:30])([F:31])[C:20]1[CH:21]=[C:22]([C:25]([F:26])([F:28])[F:27])[CH:23]=[CH:24][C:19]=1[CH2:18][NH:17][C:12]1[NH:11][C:15](=[CH:43][C:39]2[CH:40]=[CH:41][C:42]3[C:37](=[CH:36][CH:35]=[CH:34][N:33]=3)[N:38]=2)[C:14](=[O:16])[N:13]=1. The yield is 0.232. (6) The reactants are [F:1][C:2]([F:47])([F:46])[C:3]1[CH:4]=[C:5]([CH:39]=[C:40]([C:42]([F:45])([F:44])[F:43])[CH:41]=1)[CH2:6][N:7]([CH2:14][C:15]1[CH:20]=[C:19]([C:21]([F:24])([F:23])[F:22])[CH:18]=[CH:17][C:16]=1[CH:25]([N:28]1[CH2:33][CH2:32][C:31]([F:38])([C:34]([O:36]C)=[O:35])[CH2:30][CH2:29]1)[CH2:26][CH3:27])[C:8]1[N:9]=[N:10][N:11]([CH3:13])[N:12]=1.[OH-].[Na+]. The catalyst is CO.O. The product is [F:44][C:42]([F:43])([F:45])[C:40]1[CH:39]=[C:5]([CH:4]=[C:3]([C:2]([F:47])([F:46])[F:1])[CH:41]=1)[CH2:6][N:7]([CH2:14][C:15]1[CH:20]=[C:19]([C:21]([F:22])([F:23])[F:24])[CH:18]=[CH:17][C:16]=1[CH:25]([N:28]1[CH2:33][CH2:32][C:31]([F:38])([C:34]([OH:36])=[O:35])[CH2:30][CH2:29]1)[CH2:26][CH3:27])[C:8]1[N:9]=[N:10][N:11]([CH3:13])[N:12]=1. The yield is 0.400.